Dataset: Full USPTO retrosynthesis dataset with 1.9M reactions from patents (1976-2016). Task: Predict the reactants needed to synthesize the given product. Given the product [N+:1]([C:4]1[CH:9]=[CH:8][C:7]([NH:10][CH2:11][CH2:12][S:13]([NH2:17])(=[O:15])=[O:14])=[CH:6][CH:5]=1)([O-:3])=[O:2], predict the reactants needed to synthesize it. The reactants are: [N+:1]([C:4]1[CH:9]=[CH:8][C:7]([NH:10][CH2:11][CH2:12][S:13](Cl)(=[O:15])=[O:14])=[CH:6][CH:5]=1)([O-:3])=[O:2].[NH3:17].